Predict the product of the given reaction. From a dataset of Forward reaction prediction with 1.9M reactions from USPTO patents (1976-2016). (1) The product is: [N:5]1[N:6]2[CH2:17][CH2:18][CH2:19][NH:1][C:2]2=[C:3]([C:7]#[N:8])[CH:4]=1. Given the reactants [NH2:1][C:2]1[NH:6][N:5]=[CH:4][C:3]=1[C:7]#[N:8].C(N(CC)CC)C.Br[CH2:17][CH2:18][CH2:19]Br, predict the reaction product. (2) Given the reactants [Br:1][C:2]1[C:3](=[O:29])[N:4]([CH2:19][C:20]2[CH:25]=[N:24][C:23]([CH2:26][NH:27][CH3:28])=[CH:22][N:21]=2)[C:5]([CH3:18])=[CH:6][C:7]=1[O:8][CH2:9][C:10]1[CH:15]=[CH:14][C:13]([F:16])=[CH:12][C:11]=1[F:17].C(N(CC)CC)C.[CH3:37][S:38](Cl)(=[O:40])=[O:39], predict the reaction product. The product is: [Br:1][C:2]1[C:3](=[O:29])[N:4]([CH2:19][C:20]2[N:21]=[CH:22][C:23]([CH2:26][N:27]([CH3:28])[S:38]([CH3:37])(=[O:40])=[O:39])=[N:24][CH:25]=2)[C:5]([CH3:18])=[CH:6][C:7]=1[O:8][CH2:9][C:10]1[CH:15]=[CH:14][C:13]([F:16])=[CH:12][C:11]=1[F:17]. (3) Given the reactants [NH2:1][C:2]1[CH:3]=[C:4]([C:8]2[N:13]3[N:14]=[CH:15][C:16]([C:17]([C:19]4[S:20][CH:21]=[CH:22][CH:23]=4)=[O:18])=[C:12]3[N:11]=[CH:10][CH:9]=2)[CH:5]=[CH:6][CH:7]=1.[CH3:24][N:25]1[CH:29]=[CH:28][CH:27]=[C:26]1[C:30](O)=[O:31], predict the reaction product. The product is: [CH3:24][N:25]1[CH:29]=[CH:28][CH:27]=[C:26]1[C:30]([NH:1][C:2]1[CH:7]=[CH:6][CH:5]=[C:4]([C:8]2[N:13]3[N:14]=[CH:15][C:16]([C:17]([C:19]4[S:20][CH:21]=[CH:22][CH:23]=4)=[O:18])=[C:12]3[N:11]=[CH:10][CH:9]=2)[CH:3]=1)=[O:31]. (4) Given the reactants [Br:1][C:2]1[CH:3]=[C:4]([CH3:10])[C:5]([CH3:9])=[C:6]([CH:8]=1)N.N([O-])=[O:12].[Na+], predict the reaction product. The product is: [Br:1][C:2]1[CH:3]=[C:4]([CH3:10])[C:5]([CH3:9])=[C:6]([OH:12])[CH:8]=1. (5) The product is: [Cl:18][C:15]1[CH:16]=[CH:17][C:12]([S:9]([NH:8][C:7]2[C:2]([C:32](=[O:33])[C:31]3[CH:38]=[CH:39][C:28]([Cl:27])=[CH:29][CH:30]=3)=[N:3][CH:4]=[C:5]([Cl:26])[CH:6]=2)(=[O:10])=[O:11])=[CH:13][C:14]=1[C:19]([F:21])([F:22])[F:20]. Given the reactants Br[C:2]1[C:7]([N:8](COC)[S:9]([C:12]2[CH:17]=[CH:16][C:15]([Cl:18])=[C:14]([C:19]([F:22])([F:21])[F:20])[CH:13]=2)(=[O:11])=[O:10])=[CH:6][C:5]([Cl:26])=[CH:4][N:3]=1.[Cl:27][C:28]1[CH:39]=[CH:38][C:31]([C:32](N(OC)C)=[O:33])=[CH:30][CH:29]=1, predict the reaction product. (6) Given the reactants [Br:1][C:2]1[CH:3]=[C:4]([C:8]([C:13]2[CH:18]=[CH:17][CH:16]=[C:15]([Br:19])[CH:14]=2)([CH2:11][OH:12])[CH2:9][OH:10])[CH:5]=[CH:6][CH:7]=1.[CH3:20][S:21](Cl)(=[O:23])=[O:22].CCN(CC)CC, predict the reaction product. The product is: [CH3:20][S:21]([O:12][CH2:11][C:8]([C:13]1[CH:18]=[CH:17][CH:16]=[C:15]([Br:19])[CH:14]=1)([C:4]1[CH:5]=[CH:6][CH:7]=[C:2]([Br:1])[CH:3]=1)[CH2:9][O:10][S:21]([CH3:20])(=[O:23])=[O:22])(=[O:23])=[O:22]. (7) Given the reactants [NH2:1][N:2]1[CH:6]=[N:5][NH:4][N:3]1[CH3:7].[CH3:8][C:9]1[C:14]([OH:15])=[C:13]([CH:16]=O)[C:12]([CH2:18][O:19][P:20]([OH:23])([OH:22])=[O:21])=[CH:11][N:10]=1.O.O, predict the reaction product. The product is: [OH:15][C:14]1[C:13]([CH:16]=[N:1][N:2]2[CH:6]=[N:5][NH:4][N:3]2[CH3:7])=[C:12]([CH2:18][O:19][P:20](=[O:21])([OH:22])[OH:23])[CH:11]=[N:10][C:9]=1[CH3:8]. (8) Given the reactants [F:1][C:2]1[CH:7]=[CH:6][C:5]([C:8]2[O:9][C:10]3[CH:20]=[CH:19][C:18]([C:21]4[C:22]([CH3:32])=[CH:23][C:24]([O:30][CH3:31])=[C:25]([CH:29]=4)[C:26](O)=[O:27])=[CH:17][C:11]=3[C:12]=2[C:13](=[O:16])[NH:14][CH3:15])=[CH:4][CH:3]=1.[N:33]1[CH:38]=[CH:37][CH:36]=[N:35][C:34]=1[C:39]1([NH2:42])[CH2:41][CH2:40]1.C1C=CC2N(O)N=NC=2C=1.CCN=C=NCCCN(C)C.Cl.C(N(C(C)C)CC)(C)C, predict the reaction product. The product is: [F:1][C:2]1[CH:7]=[CH:6][C:5]([C:8]2[O:9][C:10]3[CH:20]=[CH:19][C:18]([C:21]4[CH:29]=[C:25]([C:26](=[O:27])[NH:42][C:39]5([C:34]6[N:35]=[CH:36][CH:37]=[CH:38][N:33]=6)[CH2:41][CH2:40]5)[C:24]([O:30][CH3:31])=[CH:23][C:22]=4[CH3:32])=[CH:17][C:11]=3[C:12]=2[C:13]([NH:14][CH3:15])=[O:16])=[CH:4][CH:3]=1. (9) Given the reactants [CH2:1]([O:4][C:5]1[CH:15]=[CH:14][C:8]([C:9]([O:11][CH2:12][CH3:13])=[O:10])=[CH:7][C:6]=1[CH:16]=[CH2:17])C=C, predict the reaction product. The product is: [O:4]1[C:5]2[C:6](=[CH:7][C:8]([C:9]([O:11][CH2:12][CH3:13])=[O:10])=[CH:14][CH:15]=2)[CH:16]=[CH:17][CH2:1]1. (10) Given the reactants [C:1]([O:4][C@@H:5]1[C@@H:10]([O:11][C:12](=[O:14])[CH3:13])[C@H:9]([O:15][C:16](=[O:18])[CH3:17])[C@@H:8]([CH2:19][O:20][C:21](=[O:23])[CH3:22])[O:7][C@H:6]1[C:24]1[CH:29]=[CH:28][C:27]([Cl:30])=[C:26]([CH2:31][C:32]2[S:33][C:34]([C:37]3[CH:42]=[CH:41][C:40](C=O)=[C:39]([F:45])[CH:38]=3)=[CH:35][CH:36]=2)[CH:25]=1)(=[O:3])[CH3:2].Cl.[NH2:47][OH:48], predict the reaction product. The product is: [C:1]([O:4][C@@H:5]1[C@@H:10]([O:11][C:12](=[O:14])[CH3:13])[C@H:9]([O:15][C:16](=[O:18])[CH3:17])[C@@H:8]([CH2:19][O:20][C:21](=[O:23])[CH3:22])[O:7][C@H:6]1[C:24]1[CH:29]=[CH:28][C:27]([Cl:30])=[C:26]([CH2:31][C:32]2[S:33][C:34]([C:37]3[CH:42]=[CH:41][C:40](=[N:47][OH:48])[CH:39]([F:45])[CH:38]=3)=[CH:35][CH:36]=2)[CH:25]=1)(=[O:3])[CH3:2].